From a dataset of Catalyst prediction with 721,799 reactions and 888 catalyst types from USPTO. Predict which catalyst facilitates the given reaction. (1) Reactant: [CH:1]1([N:6]2[C:10]3[N:11]=[C:12]([NH:15][C:16]4[N:21]=[CH:20][C:19]([N:22]5[CH2:27][CH2:26][N:25](C(OC(C)(C)C)=O)[CH2:24][CH2:23]5)=[CH:18][C:17]=4[CH3:35])[N:13]=[CH:14][C:9]=3[C:8]3[CH:36]=[CH:37][N:38]=[CH:39][C:7]2=3)[CH2:5][CH2:4][CH2:3][CH2:2]1.C(O)(C(F)(F)F)=O. Product: [CH:1]1([N:6]2[C:10]3[N:11]=[C:12]([NH:15][C:16]4[C:17]([CH3:35])=[CH:18][C:19]([N:22]5[CH2:27][CH2:26][NH:25][CH2:24][CH2:23]5)=[CH:20][N:21]=4)[N:13]=[CH:14][C:9]=3[C:8]3[CH:36]=[CH:37][N:38]=[CH:39][C:7]2=3)[CH2:2][CH2:3][CH2:4][CH2:5]1. The catalyst class is: 34. (2) Reactant: [CH3:1][C:2]1[CH:7]=[CH:6][C:5]([NH:8][S:9]([C:12]2[C:17]([CH3:18])=[C:16]([CH3:19])[CH:15]=[C:14]([CH3:20])[C:13]=2[CH3:21])(=[O:11])=[O:10])=[CH:4][C:3]=1[NH:22][C:23]([CH2:25][C:26]1[CH:33]=[CH:32][C:29]([C:30]#[N:31])=[CH:28][CH:27]=1)=[O:24].C(O)C.Cl.C(=O)([O-])[O-].[NH4+:42].[NH4+]. The catalyst class is: 429. Product: [CH3:1][C:2]1[CH:7]=[CH:6][C:5]([NH:8][S:9]([C:12]2[C:13]([CH3:21])=[C:14]([CH3:20])[CH:15]=[C:16]([CH3:19])[C:17]=2[CH3:18])(=[O:11])=[O:10])=[CH:4][C:3]=1[NH:22][C:23]([CH2:25][C:26]1[CH:27]=[CH:28][C:29]([C:30]([NH2:42])=[NH:31])=[CH:32][CH:33]=1)=[O:24]. (3) Reactant: [NH2:1][C:2]1[N:6]([C:7]2[CH:12]=[CH:11][CH:10]=[CH:9][CH:8]=2)[NH:5][C:4](=[O:13])[C:3]=1[CH3:14].C([O-])([O-])=O.[K+].[K+].[CH3:21][N:22]([CH3:26])[C:23](Cl)=[O:24].O. Product: [CH3:21][N:22]([CH3:26])[C:23](=[O:24])[O:13][C:4]1[C:3]([CH3:14])=[C:2]([NH2:1])[N:6]([C:7]2[CH:12]=[CH:11][CH:10]=[CH:9][CH:8]=2)[N:5]=1. The catalyst class is: 3. (4) Reactant: C([O:3][C:4](=[O:39])[CH2:5][C:6]1[CH:7]=[C:8]([C:14]2[CH:19]=[CH:18][C:17]([C:20]3[O:24][N:23]=[C:22]([CH3:25])[C:21]=3[NH:26][C:27]([O:29][CH:30]([C:32]3[CH:37]=[CH:36][CH:35]=[CH:34][C:33]=3[Cl:38])[CH3:31])=[O:28])=[CH:16][CH:15]=2)[C:9]([O:12][CH3:13])=[CH:10][CH:11]=1)C.[Li+].[OH-]. Product: [Cl:38][C:33]1[CH:34]=[CH:35][CH:36]=[CH:37][C:32]=1[CH:30]([O:29][C:27]([NH:26][C:21]1[C:22]([CH3:25])=[N:23][O:24][C:20]=1[C:17]1[CH:16]=[CH:15][C:14]([C:8]2[C:9]([O:12][CH3:13])=[CH:10][CH:11]=[C:6]([CH2:5][C:4]([OH:39])=[O:3])[CH:7]=2)=[CH:19][CH:18]=1)=[O:28])[CH3:31]. The catalyst class is: 24. (5) Reactant: [CH3:1][C:2]1[C:3]([C:8]#[N:9])=[N:4][CH:5]=[CH:6][CH:7]=1.C1C(=O)N([Br:17])C(=O)C1. Product: [Br:17][CH2:1][C:2]1[C:3]([C:8]#[N:9])=[N:4][CH:5]=[CH:6][CH:7]=1. The catalyst class is: 53. (6) Reactant: Cl.[F:2][C:3]1[CH:4]=[C:5]([CH:43]=[CH:44][CH:45]=1)[CH2:6][N:7]1[CH:11]=[C:10]([C:12]2[C:20]3[C:15](=[N:16][CH:17]=[C:18]([C:21]4[CH:22]=[N:23][C:24]([CH:27]5[CH2:32][CH2:31][NH:30][CH2:29][CH2:28]5)=[CH:25][CH:26]=4)[CH:19]=3)[N:14]([S:33]([C:36]3[CH:42]=[CH:41][C:39]([CH3:40])=[CH:38][CH:37]=3)(=[O:35])=[O:34])[CH:13]=2)[CH:9]=[N:8]1.[CH3:46][C@H:47]1[CH2:49][O:48]1.CCN(C(C)C)C(C)C. Product: [F:2][C:3]1[CH:4]=[C:5]([CH:43]=[CH:44][CH:45]=1)[CH2:6][N:7]1[CH:11]=[C:10]([C:12]2[C:20]3[C:15](=[N:16][CH:17]=[C:18]([C:21]4[CH:26]=[CH:25][C:24]([CH:27]5[CH2:32][CH2:31][N:30]([CH2:46][C@@H:47]([OH:48])[CH3:49])[CH2:29][CH2:28]5)=[N:23][CH:22]=4)[CH:19]=3)[N:14]([S:33]([C:36]3[CH:37]=[CH:38][C:39]([CH3:40])=[CH:41][CH:42]=3)(=[O:34])=[O:35])[CH:13]=2)[CH:9]=[N:8]1. The catalyst class is: 8. (7) Reactant: [NH2:1][C:2]1[N:6]([C:7]2[C:12]([Cl:13])=[CH:11][C:10]([C:14]([F:17])([F:16])[F:15])=[CH:9][C:8]=2[Cl:18])[N:5]=[C:4]([C:19]#[N:20])[C:3]=1[S:21][C:22]([F:25])([F:24])[F:23].C(N(CC)CC)C.CCCCCCC.[C:40]([O:43][CH2:44][CH3:45])(=[O:42])[CH3:41].[O:46]1CCCC1. Product: [Cl:18][C:8]1[CH:9]=[C:10]([C:14]([F:15])([F:16])[F:17])[CH:11]=[C:12]([Cl:13])[C:7]=1[N:6]1[C:2]([NH:1][C:41]([C:40]([O:43][CH2:44][CH3:45])=[O:42])=[O:46])=[C:3]([S:21][C:22]([F:25])([F:24])[F:23])[C:4]([C:19]#[N:20])=[N:5]1. The catalyst class is: 277.